This data is from TCR-epitope binding with 47,182 pairs between 192 epitopes and 23,139 TCRs. The task is: Binary Classification. Given a T-cell receptor sequence (or CDR3 region) and an epitope sequence, predict whether binding occurs between them. (1) The epitope is FRYMNSQGL. The TCR CDR3 sequence is CASSPTQTGLAGAYEQYF. Result: 1 (the TCR binds to the epitope). (2) The epitope is IQYIDIGNY. The TCR CDR3 sequence is CASTQGGLGLYGYTF. Result: 0 (the TCR does not bind to the epitope). (3) The epitope is NLNESLIDL. The TCR CDR3 sequence is CATSEVGNTEAFF. Result: 0 (the TCR does not bind to the epitope). (4) The TCR CDR3 sequence is CASSSLAGPYNEQFF. Result: 1 (the TCR binds to the epitope). The epitope is KPLEFGATSAAL. (5) The epitope is YYRRATRRIR. The TCR CDR3 sequence is CASSYSTGQLQHF. Result: 0 (the TCR does not bind to the epitope).